The task is: Predict the reactants needed to synthesize the given product.. This data is from Full USPTO retrosynthesis dataset with 1.9M reactions from patents (1976-2016). (1) Given the product [ClH:59].[ClH:59].[ClH:59].[CH:1]([C@@H:14]1[N:19]2[CH2:20][CH2:21][NH:22][CH2:23][C@@H:18]2[CH2:17][N:16]([CH2:34][C:35]2[CH:40]=[C:39]([N:41]3[C:45]([C:46]([F:49])([F:48])[F:47])=[N:44][N:43]=[N:42]3)[CH:38]=[CH:37][C:36]=2[O:50][CH3:51])[CH2:15]1)([C:2]1[CH:3]=[CH:4][CH:5]=[CH:6][CH:7]=1)[C:8]1[CH:13]=[CH:12][CH:11]=[CH:10][CH:9]=1, predict the reactants needed to synthesize it. The reactants are: [CH:1]([C@@H:14]1[N:19]2[CH2:20][CH2:21][N:22](C(OCC3C=CC=CC=3)=O)[CH2:23][C@@H:18]2[CH2:17][N:16]([CH2:34][C:35]2[CH:40]=[C:39]([N:41]3[C:45]([C:46]([F:49])([F:48])[F:47])=[N:44][N:43]=[N:42]3)[CH:38]=[CH:37][C:36]=2[O:50][CH3:51])[CH2:15]1)([C:8]1[CH:13]=[CH:12][CH:11]=[CH:10][CH:9]=1)[C:2]1[CH:7]=[CH:6][CH:5]=[CH:4][CH:3]=1.C(N(CC)CC)C.[ClH:59]. (2) Given the product [CH3:49][O:48][C:46]([C:43]1[CH:42]=[CH:41][C:40]([CH2:39][CH:26](/[CH:25]=[CH:24]/[C:19]2[CH:20]=[CH:21][CH:22]=[CH:23][C:18]=2[O:17][CH2:2][CH2:3][CH2:4][N:5]2[CH2:9][CH2:8][CH2:7][C:6]2=[O:10])[CH2:27][CH2:28][C:29]2[CH:38]=[CH:37][C:32]([C:33]([O:35][CH3:36])=[O:34])=[CH:31][CH:30]=2)=[CH:45][CH:44]=1)=[O:47], predict the reactants needed to synthesize it. The reactants are: Cl[CH2:2][CH2:3][CH2:4][N:5]1[CH2:9][CH2:8][CH2:7][C:6]1=[O:10].C(=O)([O-])[O-].[Cs+].[Cs+].[OH:17][C:18]1[CH:23]=[CH:22][CH:21]=[CH:20][C:19]=1/[CH:24]=[CH:25]/[CH:26]([CH2:39][C:40]1[CH:45]=[CH:44][C:43]([C:46]([O:48][CH3:49])=[O:47])=[CH:42][CH:41]=1)[CH2:27][CH2:28][C:29]1[CH:38]=[CH:37][C:32]([C:33]([O:35][CH3:36])=[O:34])=[CH:31][CH:30]=1.